This data is from Catalyst prediction with 721,799 reactions and 888 catalyst types from USPTO. The task is: Predict which catalyst facilitates the given reaction. (1) Reactant: [CH-:1]1[CH:5]=[CH:4][CH:3]=[CH:2]1.[Na+].I[CH2:8][CH2:9][C:10]([O:12][CH3:13])=[O:11]. Product: [C:1]1([CH2:8][CH2:9][C:10]([O:12][CH3:13])=[O:11])[CH2:5][CH:4]=[CH:3][CH:2]=1.[C:1]1([CH2:8][CH2:9][C:10]([O:12][CH3:13])=[O:11])[CH:5]=[CH:4][CH2:3][CH:2]=1. The catalyst class is: 469. (2) Reactant: [Br:1][CH2:2][C:3]1[CH:4]=[C:5]2[C:9](=[CH:10][CH:11]=1)[N:8]([C:12]([C:14]1[CH:19]=[CH:18][CH:17]=[CH:16][CH:15]=1)=[O:13])[CH:7]=[CH:6]2.[CH:20]1[CH:25]=[CH:24][C:23]([P:26]([C:33]2[CH:38]=[CH:37][CH:36]=[CH:35][CH:34]=2)[C:27]2[CH:32]=[CH:31][CH:30]=[CH:29][CH:28]=2)=[CH:22][CH:21]=1. Product: [Br-:1].[C:12]([N:8]1[C:9]2[C:5](=[CH:4][C:3]([CH2:2][P+:26]([C:27]3[CH:28]=[CH:29][CH:30]=[CH:31][CH:32]=3)([C:33]3[CH:38]=[CH:37][CH:36]=[CH:35][CH:34]=3)[C:23]3[CH:22]=[CH:21][CH:20]=[CH:25][CH:24]=3)=[CH:11][CH:10]=2)[CH:6]=[CH:7]1)(=[O:13])[C:14]1[CH:19]=[CH:18][CH:17]=[CH:16][CH:15]=1. The catalyst class is: 11. (3) Reactant: COC1C=CC(C[N:8]2[CH2:13][C@@H:12]([CH3:14])[C@@H:11]3[O:15][C:16](=[O:18])[NH:17][C@@H:10]3[CH2:9]2)=CC=1. Product: [CH3:14][C@@H:12]1[CH2:13][NH:8][CH2:9][C@H:10]2[NH:17][C:16](=[O:18])[O:15][C@@H:11]12. The catalyst class is: 105. (4) Reactant: Cl.[CH3:2][N:3]([CH3:10])[CH2:4]/[CH:5]=[CH:6]/[C:7](O)=[O:8].CN(C(ON1N=NC2C=CC=NC1=2)=[N+](C)C)C.F[P-](F)(F)(F)(F)F.C(N(C(C)C)CC)(C)C.[CH2:44]=[C:45]1[C:52]2[N:48]([C:49]3[N:66]=[CH:65][N:64]=[C:63]([NH2:67])[C:50]=3[C:51]=2[C:53]2[CH:54]=[N:55][C:56]3[C:61]([CH:62]=2)=[CH:60][CH:59]=[CH:58][CH:57]=3)[CH2:47][C@H:46]1[NH2:68].C(=O)(O)[O-].[Na+]. Product: [NH2:67][C:63]1[C:50]2[C:51]([C:53]3[CH:54]=[N:55][C:56]4[C:61]([CH:62]=3)=[CH:60][CH:59]=[CH:58][CH:57]=4)=[C:52]3[N:48]([C:49]=2[N:66]=[CH:65][N:64]=1)[CH2:47][C@@H:46]([NH:68][C:7](=[O:8])/[CH:6]=[CH:5]/[CH2:4][N:3]([CH3:10])[CH3:2])[C:45]3=[CH2:44]. The catalyst class is: 59.